This data is from Catalyst prediction with 721,799 reactions and 888 catalyst types from USPTO. The task is: Predict which catalyst facilitates the given reaction. (1) Reactant: [Cl:1][C:2]1[CH:3]=[C:4]([CH:35]=[CH:36][CH:37]=1)[CH2:5][NH:6][C:7]1[CH:8]=[C:9]([CH:13]([C:15]2[C:23]3[C:18](=[N:19][CH:20]=[C:21]([F:24])[CH:22]=3)[N:17]([Si](C(C)C)(C(C)C)C(C)C)[CH:16]=2)O)[N:10]([CH3:12])[N:11]=1.C([SiH](CC)CC)C.FC(F)(F)C(O)=O. Product: [Cl:1][C:2]1[CH:3]=[C:4]([CH:35]=[CH:36][CH:37]=1)[CH2:5][NH:6][C:7]1[CH:8]=[C:9]([CH2:13][C:15]2[C:23]3[C:18](=[N:19][CH:20]=[C:21]([F:24])[CH:22]=3)[NH:17][CH:16]=2)[N:10]([CH3:12])[N:11]=1. The catalyst class is: 4. (2) Reactant: [C:1]([O:5][C:6]([N:8]1[CH2:13][CH2:12][C:11]([NH:17][C:18]([O:20][CH2:21][C:22]2[CH:27]=[CH:26][CH:25]=[CH:24][CH:23]=2)=[O:19])([C:14]([OH:16])=[O:15])[CH2:10][CH2:9]1)=[O:7])([CH3:4])([CH3:3])[CH3:2].[C:28]([O-])([O-])=O.[K+].[K+].CI. Product: [CH3:28][O:15][C:14]([C:11]1([NH:17][C:18]([O:20][CH2:21][C:22]2[CH:27]=[CH:26][CH:25]=[CH:24][CH:23]=2)=[O:19])[CH2:12][CH2:13][N:8]([C:6]([O:5][C:1]([CH3:4])([CH3:2])[CH3:3])=[O:7])[CH2:9][CH2:10]1)=[O:16]. The catalyst class is: 21. (3) The catalyst class is: 8. Reactant: [Br:1][C:2]1[CH:9]=[CH:8][C:5]([CH:6]=O)=[CH:4][C:3]=1[F:10].[C:11]1([C:17](=O)[CH2:18][C:19]2[CH:24]=[CH:23][CH:22]=[CH:21][CH:20]=2)[CH:16]=[CH:15][CH:14]=[CH:13][CH:12]=1.[NH2:26][C:27]([NH2:29])=[O:28]. Product: [Br:1][C:2]1[CH:9]=[CH:8][C:5]([CH:6]2[C:18]([C:19]3[CH:24]=[CH:23][CH:22]=[CH:21][CH:20]=3)=[C:17]([C:11]3[CH:16]=[CH:15][CH:14]=[CH:13][CH:12]=3)[NH:29][C:27](=[O:28])[NH:26]2)=[CH:4][C:3]=1[F:10]. (4) Reactant: [Br:1][C:2]1[CH:7]=[C:6]([CH3:8])[CH:5]=[C:4]([I:9])[C:3]=1[OH:10].[CH2:11](Br)[CH:12]=[CH:13][C:14]1[CH:19]=[CH:18][CH:17]=[CH:16][CH:15]=1.C(N(C(C)C)CC)(C)C. Product: [Br:1][C:2]1[CH:7]=[C:6]([CH3:8])[CH:5]=[C:4]([I:9])[C:3]=1[O:10][CH2:11][CH:12]=[CH:13][C:14]1[CH:19]=[CH:18][CH:17]=[CH:16][CH:15]=1. The catalyst class is: 3. (5) Reactant: [NH2:1][C:2]1[N:3]=[C:4]([CH3:21])[C:5]2[C:11](=[O:12])[NH:10][C@@H:9]([C:13]3[CH:18]=[CH:17][C:16]([F:19])=[CH:15][C:14]=3Br)[CH2:8][C:6]=2[N:7]=1.C(=O)([O-])[O-].[Cs+].[Cs+].N1C2C(=CC=C3C=2N=CC=C3)C=CC=1.[CH:42]1([OH:47])[CH2:46][CH2:45][CH2:44][CH2:43]1. Product: [NH2:1][C:2]1[N:3]=[C:4]([CH3:21])[C:5]2[C:11](=[O:12])[NH:10][C@@H:9]([C:13]3[CH:18]=[CH:17][C:16]([F:19])=[CH:15][C:14]=3[O:47][CH:42]3[CH2:46][CH2:45][CH2:44][CH2:43]3)[CH2:8][C:6]=2[N:7]=1. The catalyst class is: 205. (6) Product: [Cl:12][C:8]1[CH:7]=[C:6]2[C:11]([C:2]([N:18]3[CH2:17][CH:16]([CH3:20])[NH:15][CH:14]([CH3:13])[CH2:19]3)=[CH:3][CH:4]=[N:5]2)=[CH:10][CH:9]=1. The catalyst class is: 51. Reactant: Cl[C:2]1[C:11]2[C:6](=[CH:7][C:8]([Cl:12])=[CH:9][CH:10]=2)[N:5]=[CH:4][CH:3]=1.[CH3:13][CH:14]1[CH2:19][NH:18][CH2:17][CH:16]([CH3:20])[NH:15]1.C(Cl)Cl.CO.